This data is from Forward reaction prediction with 1.9M reactions from USPTO patents (1976-2016). The task is: Predict the product of the given reaction. (1) Given the reactants [NH:1]1[C:9]2[C:4](=[CH:5][CH:6]=[CH:7][CH:8]=2)[C@@:3]2([CH2:13][O:12][C:11]3[CH:14]=[C:15]4[C:19](=[CH:20][C:10]2=3)[CH2:18][CH2:17][O:16]4)[C:2]1=[O:21].N1C2C(=CC=CC=2)C2(COC3C=C4C(=CC2=3)CCO4)C1=O.Br[CH2:44][C:45]1[O:46][C:47]([C:50]([F:53])([F:52])[F:51])=[CH:48][CH:49]=1.ClCC1C=NC(OC)=NC=1, predict the reaction product. The product is: [F:51][C:50]([F:53])([F:52])[C:47]1[O:46][C:45]([CH2:44][N:1]2[C:9]3[C:4](=[CH:5][CH:6]=[CH:7][CH:8]=3)[C@@:3]3([CH2:13][O:12][C:11]4[CH:14]=[C:15]5[C:19](=[CH:20][C:10]3=4)[CH2:18][CH2:17][O:16]5)[C:2]2=[O:21])=[CH:49][CH:48]=1. (2) The product is: [F:21][C:22]1[CH:27]=[CH:26][C:25]([S:28]([NH:2][CH2:3][C:4]2[CH:5]=[CH:6][C:7]([C:8]([O:10][CH3:11])=[O:9])=[CH:12][CH:13]=2)(=[O:30])=[O:29])=[CH:24][CH:23]=1. Given the reactants Cl.[NH2:2][CH2:3][C:4]1[CH:13]=[CH:12][C:7]([C:8]([O:10][CH3:11])=[O:9])=[CH:6][CH:5]=1.CCN(CC)CC.[F:21][C:22]1[CH:27]=[CH:26][C:25]([S:28](Cl)(=[O:30])=[O:29])=[CH:24][CH:23]=1.O, predict the reaction product.